Dataset: HIV replication inhibition screening data with 41,000+ compounds from the AIDS Antiviral Screen. Task: Binary Classification. Given a drug SMILES string, predict its activity (active/inactive) in a high-throughput screening assay against a specified biological target. (1) The result is 0 (inactive). The molecule is C=CCONC(=O)c1ccc(Cl)cc1. (2) The compound is CCCCCCCCCCCCCCCCCC(=O)OCC(COC1OC(CS(=O)(=O)O)C(O)C(O)C1O)OC(=O)CCCCCCCCCCCCCCCCC.[NaH]. The result is 0 (inactive). (3) The molecule is C=C1C(=O)OC2C1CCC(C)C1(O)CCC(=O)C21C. The result is 0 (inactive). (4) The molecule is C=CC(CCC(C)OC(CCC)OCC)[Si](C)(C)C. The result is 0 (inactive). (5) The molecule is COC1C=COC2(C)Oc3c(C)c(O)c4c(O)c(c(C=NNC(=O)c5ccc(N)cc5)c(O)c4c3C2=O)NC(=O)C(C)=CC=CC(C)C(O)C(C)C(O)C(C)C(OC(C)=O)C1C. The result is 0 (inactive).